This data is from Full USPTO retrosynthesis dataset with 1.9M reactions from patents (1976-2016). The task is: Predict the reactants needed to synthesize the given product. (1) The reactants are: Cl[C:2]1[N:7]=[CH:6][N:5]=[C:4]([NH:8][C:9]2[CH:14]=[CH:13][C:12]([O:15][CH2:16][CH2:17][O:18][CH3:19])=[CH:11][CH:10]=2)[N:3]=1.[Br:20][C:21]1[CH:29]=[C:28]2[C:24]([C:25]([CH3:31])([CH3:30])[CH2:26][NH:27]2)=[CH:23][CH:22]=1.[OH-].[Na+]. Given the product [Br:20][C:21]1[CH:29]=[C:28]2[C:24]([C:25]([CH3:31])([CH3:30])[CH2:26][N:27]2[C:2]2[N:7]=[CH:6][N:5]=[C:4]([NH:8][C:9]3[CH:14]=[CH:13][C:12]([O:15][CH2:16][CH2:17][O:18][CH3:19])=[CH:11][CH:10]=3)[N:3]=2)=[CH:23][CH:22]=1, predict the reactants needed to synthesize it. (2) Given the product [F:16][C:5]1[CH:4]=[C:3]([CH3:18])[CH:2]=[CH:7][C:6]=1[C:8]1[S:9][CH:10]=[C:11]([C:13]([OH:15])=[O:14])[N:12]=1, predict the reactants needed to synthesize it. The reactants are: Br[C:2]1[CH:3]=[CH:4][C:5]([F:16])=[C:6]([C:8]2[S:9][CH:10]=[C:11]([C:13]([OH:15])=[O:14])[N:12]=2)[CH:7]=1.F[C:18]1C=C(C)C=CC=1C#N. (3) Given the product [CH3:1][O:2][C:3]1[CH:10]=[CH:9][CH:8]=[CH:7][C:4]=1[C:5]([NH2:16])=[NH:6], predict the reactants needed to synthesize it. The reactants are: [CH3:1][O:2][C:3]1[CH:10]=[CH:9][CH:8]=[CH:7][C:4]=1[C:5]#[N:6].[Li+].C[Si]([N-:16][Si](C)(C)C)(C)C. (4) Given the product [OH:28][C:31]1[NH:30][N:29]=[C:3]([C:5]2[CH:13]=[CH:12][CH:11]=[C:10]3[C:6]=2[C:7]2([C:27]4[C:18](=[CH:19][C:20]5[O:25][CH2:24][CH2:23][O:22][C:21]=5[CH:26]=4)[O:17][CH2:16]2)[C:8](=[O:15])[N:9]3[CH3:14])[CH:2]=1, predict the reactants needed to synthesize it. The reactants are: Br[CH2:2][C:3]([C:5]1[CH:13]=[CH:12][CH:11]=[C:10]2[C:6]=1[C:7]1([C:27]3[C:18](=[CH:19][C:20]4[O:25][CH2:24][CH2:23][O:22][C:21]=4[CH:26]=3)[O:17][CH2:16]1)[C:8](=[O:15])[N:9]2[CH3:14])=O.[OH2:28].[NH2:29][NH2:30].[C:31](O)(=O)C.